The task is: Regression. Given two drug SMILES strings and cell line genomic features, predict the synergy score measuring deviation from expected non-interaction effect.. This data is from NCI-60 drug combinations with 297,098 pairs across 59 cell lines. (1) Drug 1: CC(C)CN1C=NC2=C1C3=CC=CC=C3N=C2N. Drug 2: CC1C(C(CC(O1)OC2CC(CC3=C2C(=C4C(=C3O)C(=O)C5=C(C4=O)C(=CC=C5)OC)O)(C(=O)CO)O)N)O.Cl. Cell line: IGROV1. Synergy scores: CSS=32.2, Synergy_ZIP=-0.494, Synergy_Bliss=-3.34, Synergy_Loewe=-17.5, Synergy_HSA=-5.47. (2) Drug 1: CC1=C(C(=CC=C1)Cl)NC(=O)C2=CN=C(S2)NC3=CC(=NC(=N3)C)N4CCN(CC4)CCO. Drug 2: CC1=C(N=C(N=C1N)C(CC(=O)N)NCC(C(=O)N)N)C(=O)NC(C(C2=CN=CN2)OC3C(C(C(C(O3)CO)O)O)OC4C(C(C(C(O4)CO)O)OC(=O)N)O)C(=O)NC(C)C(C(C)C(=O)NC(C(C)O)C(=O)NCCC5=NC(=CS5)C6=NC(=CS6)C(=O)NCCC[S+](C)C)O. Cell line: HOP-62. Synergy scores: CSS=50.4, Synergy_ZIP=-4.44, Synergy_Bliss=-3.74, Synergy_Loewe=-2.82, Synergy_HSA=0.937. (3) Drug 1: C1=CC(=CC=C1C#N)C(C2=CC=C(C=C2)C#N)N3C=NC=N3. Drug 2: C1=NNC2=C1C(=O)NC=N2. Cell line: MOLT-4. Synergy scores: CSS=5.40, Synergy_ZIP=-0.829, Synergy_Bliss=-0.0501, Synergy_Loewe=3.40, Synergy_HSA=1.03. (4) Drug 1: CC(C)(C#N)C1=CC(=CC(=C1)CN2C=NC=N2)C(C)(C)C#N. Drug 2: C1=NC2=C(N=C(N=C2N1C3C(C(C(O3)CO)O)F)Cl)N. Cell line: KM12. Synergy scores: CSS=0.422, Synergy_ZIP=1.39, Synergy_Bliss=0.561, Synergy_Loewe=-6.66, Synergy_HSA=-3.49.